This data is from Full USPTO retrosynthesis dataset with 1.9M reactions from patents (1976-2016). The task is: Predict the reactants needed to synthesize the given product. (1) Given the product [Cl:9][C:6]1[C:7]([CH3:8])=[C:2]([C:29]2[CH:28]=[N:27][C:26]([F:25])=[CH:31][CH:30]=2)[C:3]([O:23][CH3:24])=[C:4]([CH:10]([N:12]2[C:16]3=[N:17][CH:18]=[N:19][C:20]([NH2:21])=[C:15]3[C:14]([CH3:22])=[N:13]2)[CH3:11])[CH:5]=1, predict the reactants needed to synthesize it. The reactants are: Br[C:2]1[C:3]([O:23][CH3:24])=[C:4]([CH:10]([N:12]2[C:16]3=[N:17][CH:18]=[N:19][C:20]([NH2:21])=[C:15]3[C:14]([CH3:22])=[N:13]2)[CH3:11])[CH:5]=[C:6]([Cl:9])[C:7]=1[CH3:8].[F:25][C:26]1[CH:31]=[CH:30][C:29](B2OC(C)(C)C(C)(C)O2)=[CH:28][N:27]=1.C(=O)([O-])[O-].[Na+].[Na+].ClCCl. (2) The reactants are: [NH2:1][CH2:2][C:3]1[CH:4]=[C:5]([C:9]2[CH:14]=[CH:13][C:12]([N:15]3[CH2:19][C@H:18]([CH2:20][NH:21][C:22](=[O:24])[CH3:23])[O:17][C:16]3=[O:25])=[CH:11][C:10]=2[F:26])[CH:6]=[CH:7][CH:8]=1.CC[N:29]([CH:33]([CH3:35])C)C(C)C.Br[CH2:37][C:38]([NH2:40])=[O:39].C[OH:42]. Given the product [C:22]([NH:21][CH2:20][C@@H:18]1[O:17][C:16](=[O:25])[N:15]([C:12]2[CH:13]=[CH:14][C:9]([C:5]3[CH:6]=[CH:7][CH:8]=[C:3]([CH2:2][N:1]([CH2:35][C:33](=[O:42])[NH2:29])[CH2:37][C:38]([NH2:40])=[O:39])[CH:4]=3)=[C:10]([F:26])[CH:11]=2)[CH2:19]1)(=[O:24])[CH3:23], predict the reactants needed to synthesize it. (3) The reactants are: [F:1][C:2]([F:20])([F:19])[C:3]1[CH:4]=[C:5]([C:9]2[CH:10]=[CH:11][C:12]3[O:13][CH2:14][CH2:15][NH:16][C:17]=3[N:18]=2)[CH:6]=[CH:7][CH:8]=1.Cl[C:22](Cl)([O:24][C:25](=[O:31])OC(Cl)(Cl)Cl)Cl.O[C:34]1[CH:35]=[N:36][CH:37]=[CH:38]C=1. Given the product [F:20][C:2]([F:19])([F:1])[C:3]1[CH:4]=[C:5]([C:9]2[CH:10]=[CH:11][C:12]3[O:13][CH2:14][CH2:15][N:16]([C:25]([O:24][C:22]4[CH:38]=[CH:37][N:36]=[CH:35][CH:34]=4)=[O:31])[C:17]=3[N:18]=2)[CH:6]=[CH:7][CH:8]=1, predict the reactants needed to synthesize it. (4) Given the product [ClH:1].[ClH:31].[Cl:1][C:2]1[N:7]=[CH:6][C:5]([CH2:8][NH:9][C:10]([C:12]2[CH:16]=[C:15]([NH:17][C:18](=[O:28])[C:19]3[CH:24]=[C:23]([F:25])[C:22]([F:26])=[CH:21][C:20]=3[Cl:27])[NH:14][N:13]=2)=[O:11])=[CH:4][CH:3]=1, predict the reactants needed to synthesize it. The reactants are: [Cl:1][C:2]1[N:7]=[CH:6][C:5]([CH2:8][NH:9][C:10]([C:12]2[CH:16]=[C:15]([NH:17][C:18](=[O:28])[C:19]3[CH:24]=[C:23]([F:25])[C:22]([F:26])=[CH:21][C:20]=3[Cl:27])[NH:14][N:13]=2)=[O:11])=[CH:4][CH:3]=1.CO.[ClH:31].C(OCC)(=O)C. (5) Given the product [CH3:25][O:15][C:14]([CH:11]1[CH2:12][CH2:13][N:8]([CH2:1][C:2]2[CH:3]=[CH:4][CH:5]=[CH:6][CH:7]=2)[CH2:9][CH:10]1[C:17]1[CH:18]=[CH:19][C:20]([Cl:23])=[CH:21][CH:22]=1)=[O:16], predict the reactants needed to synthesize it. The reactants are: [CH2:1]([N:8]1[CH2:13][CH2:12][CH:11]([C:14]([OH:16])=[O:15])[CH:10]([C:17]2[CH:22]=[CH:21][C:20]([Cl:23])=[CH:19][CH:18]=2)[CH2:9]1)[C:2]1[CH:7]=[CH:6][CH:5]=[CH:4][CH:3]=1.Cl.[CH3:25]O. (6) Given the product [NH2:25][C:21]1([C:19]([NH:18][C:15]2[CH:16]=[N:17][C:12]([O:11][C:7]3[C:6]4[C:2]([CH3:1])([CH3:33])[CH2:3][O:4][C:5]=4[CH:10]=[CH:9][CH:8]=3)=[CH:13][CH:14]=2)=[O:20])[CH2:22][CH2:24]1, predict the reactants needed to synthesize it. The reactants are: [CH3:1][C:2]1([CH3:33])[C:6]2[C:7]([O:11][C:12]3[N:17]=[CH:16][C:15]([NH:18][C:19]([C:21]4([NH:25]C(=O)OC(C)(C)C)[CH2:24]C[CH2:22]4)=[O:20])=[CH:14][CH:13]=3)=[CH:8][CH:9]=[CH:10][C:5]=2[O:4][CH2:3]1.CC1(C)C2C(OC3N=CC(NC(C4(NC(=O)OC(C)(C)C)CC4)=O)=CC=3)=CC=CC=2OC1. (7) Given the product [F:40][C:36]1[CH:35]=[C:34]([CH:39]=[CH:38][CH:37]=1)[CH2:33][N:32]1[C:27]2=[N:28][CH:29]=[CH:30][CH:31]=[C:26]2[C:25]2[CH2:41][CH2:42][N:22]([C:20](=[O:21])[CH2:19][C:17]3[CH:16]=[CH:15][C:10]([C:11]([O:13][CH3:14])=[O:12])=[C:9]([OH:8])[CH:18]=3)[CH2:23][C:24]1=2, predict the reactants needed to synthesize it. The reactants are: C([O:8][C:9]1[CH:18]=[C:17]([CH2:19][C:20]([N:22]2[CH2:42][CH2:41][C:25]3[C:26]4[C:27]([N:32]([CH2:33][C:34]5[CH:39]=[CH:38][CH:37]=[C:36]([F:40])[CH:35]=5)[C:24]=3[CH2:23]2)=[N:28][CH:29]=[CH:30][CH:31]=4)=[O:21])[CH:16]=[CH:15][C:10]=1[C:11]([O:13][CH3:14])=[O:12])C1C=CC=CC=1.[H][H].